Dataset: Forward reaction prediction with 1.9M reactions from USPTO patents (1976-2016). Task: Predict the product of the given reaction. (1) Given the reactants [OH:1][N:2]=[C:3]([NH2:10])[C:4]1[CH:9]=[CH:8][CH:7]=[CH:6][CH:5]=1.[F:11][C:12]([F:17])([F:16])[C:13]([OH:15])=[O:14].C(C1N=[C:23]([CH:25]([CH2:30][C:31]2[O:35][N:34]=[C:33]([CH2:36][CH2:37][CH2:38][C:39]3[CH:48]=[CH:47][C:46]4[CH2:45][CH2:44][CH2:43][NH:42][C:41]=4[N:40]=3)[N:32]=2)[CH2:26][C:27]([OH:29])=[O:28])ON=1)C, predict the reaction product. The product is: [F:11][C:12]([F:17])([F:16])[C:13]([OH:15])=[O:14].[C:4]1([C:3]2[N:10]=[C:23]([CH:25]([CH2:30][C:31]3[O:35][N:34]=[C:33]([CH2:36][CH2:37][CH2:38][C:39]4[CH:48]=[CH:47][C:46]5[CH2:45][CH2:44][CH2:43][NH:42][C:41]=5[N:40]=4)[N:32]=3)[CH2:26][C:27]([OH:29])=[O:28])[O:1][N:2]=2)[CH:9]=[CH:8][CH:7]=[CH:6][CH:5]=1. (2) Given the reactants [CH2:1]=[CH:2][CH:3]=[CH2:4].C=C.[CH2:7]=[CH:8][CH3:9], predict the reaction product. The product is: [CH2:1]=[CH2:2].[CH2:7]=[CH:8][CH3:9].[CH2:1]=[CH:2][CH:3]=[CH2:4]. (3) Given the reactants [F:1][C:2]1[CH:3]=[N:4][C:5]2[C:10]([C:11]=1[CH2:12][CH2:13][N:14]1[CH2:24][CH2:23][N:17]3[C:18](=[O:22])[CH2:19][NH:20][CH2:21][CH:16]3[CH2:15]1)=[N:9][C:8]([O:25][CH3:26])=[CH:7][CH:6]=2.[O:27]=[C:28]1[CH2:33][S:32][C:31]2[CH:34]=[CH:35][C:36]([CH:38]=O)=[N:37][C:30]=2[NH:29]1.[BH-](OC(C)=O)(OC(C)=O)OC(C)=O.[Na+], predict the reaction product. The product is: [F:1][C:2]1[CH:3]=[N:4][C:5]2[C:10]([C:11]=1[CH2:12][CH2:13][N:14]1[CH2:24][CH2:23][N:17]3[C:18](=[O:22])[CH2:19][N:20]([CH2:38][C:36]4[CH:35]=[CH:34][C:31]5[S:32][CH2:33][C:28](=[O:27])[NH:29][C:30]=5[N:37]=4)[CH2:21][CH:16]3[CH2:15]1)=[N:9][C:8]([O:25][CH3:26])=[CH:7][CH:6]=2.